From a dataset of Peptide-MHC class I binding affinity with 185,985 pairs from IEDB/IMGT. Regression. Given a peptide amino acid sequence and an MHC pseudo amino acid sequence, predict their binding affinity value. This is MHC class I binding data. (1) The MHC is HLA-A02:03 with pseudo-sequence HLA-A02:03. The peptide sequence is DMYFCHFYK. The binding affinity (normalized) is 0.0847. (2) The peptide sequence is DAEACYIYK. The MHC is HLA-A31:01 with pseudo-sequence HLA-A31:01. The binding affinity (normalized) is 0.507. (3) The peptide sequence is APGKSLGTL. The MHC is HLA-A30:02 with pseudo-sequence HLA-A30:02. The binding affinity (normalized) is 0.0847. (4) The peptide sequence is EIKDTEEAL. The MHC is HLA-B15:01 with pseudo-sequence HLA-B15:01. The binding affinity (normalized) is 0.0847. (5) The peptide sequence is DIVKGLSGY. The MHC is HLA-A02:11 with pseudo-sequence HLA-A02:11. The binding affinity (normalized) is 0.0847. (6) The peptide sequence is LSEEANWAF. The MHC is HLA-A01:01 with pseudo-sequence HLA-A01:01. The binding affinity (normalized) is 0.652. (7) The peptide sequence is KTQFNYFKK. The MHC is HLA-A03:01 with pseudo-sequence HLA-A03:01. The binding affinity (normalized) is 0.562. (8) The peptide sequence is VWAPLILAYFPVF. The MHC is HLA-B35:01 with pseudo-sequence HLA-B35:01. The binding affinity (normalized) is 0.0301. (9) The peptide sequence is QRALFMHF. The MHC is Mamu-B03 with pseudo-sequence Mamu-B03. The binding affinity (normalized) is 0.403.